From a dataset of Forward reaction prediction with 1.9M reactions from USPTO patents (1976-2016). Predict the product of the given reaction. (1) Given the reactants Cl[C:2]1[N:7]=[CH:6][N:5]=[C:4]([C:8]2[CH:9]=[CH:10][C:11]([O:16][CH:17]3[CH2:22][CH2:21][O:20][CH2:19][CH2:18]3)=[C:12]([CH:15]=2)[C:13]#[N:14])[N:3]=1.[NH2:23][C:24]1[CH:29]=[CH:28][C:27]([N:30]2[CH2:35][CH2:34][N:33]([C:36]([O:38][C:39]([CH3:42])([CH3:41])[CH3:40])=[O:37])[CH2:32][CH2:31]2)=[CH:26][CH:25]=1.C(N(CC)C(C)C)(C)C, predict the reaction product. The product is: [C:13]([C:12]1[CH:15]=[C:8]([C:4]2[N:5]=[CH:6][N:7]=[C:2]([NH:23][C:24]3[CH:29]=[CH:28][C:27]([N:30]4[CH2:35][CH2:34][N:33]([C:36]([O:38][C:39]([CH3:42])([CH3:41])[CH3:40])=[O:37])[CH2:32][CH2:31]4)=[CH:26][CH:25]=3)[N:3]=2)[CH:9]=[CH:10][C:11]=1[O:16][CH:17]1[CH2:22][CH2:21][O:20][CH2:19][CH2:18]1)#[N:14]. (2) Given the reactants [F:1][C:2]1[CH:7]=[CH:6][C:5]([C:8]2[C:9]([N:14]3[CH2:19][CH2:18][NH:17][CH2:16][CH2:15]3)=[N:10][CH:11]=[CH:12][N:13]=2)=[CH:4][CH:3]=1.[CH2:20]([O:22][C:23](=[O:31])[CH2:24][N:25]1[C:29]([CH3:30])=[CH:28][CH:27]=[N:26]1)[CH3:21].[C:32](O)(=O)C.C=O, predict the reaction product. The product is: [CH2:20]([O:22][C:23](=[O:31])[CH2:24][N:25]1[C:29]([CH3:30])=[C:28]([CH2:32][N:17]2[CH2:16][CH2:15][N:14]([C:9]3[C:8]([C:5]4[CH:6]=[CH:7][C:2]([F:1])=[CH:3][CH:4]=4)=[N:13][CH:12]=[CH:11][N:10]=3)[CH2:19][CH2:18]2)[CH:27]=[N:26]1)[CH3:21]. (3) Given the reactants [C:1]1([C:7]#[C:8][C:9]2[CH:10]=[CH:11][C:12]([CH2:15]O)=[N:13][CH:14]=2)[CH:6]=[CH:5][CH:4]=[CH:3][CH:2]=1.[O:17]1[CH2:22][CH2:21][CH2:20][NH:19][C:18]1=[O:23], predict the reaction product. The product is: [C:1]1([C:7]#[C:8][C:9]2[CH:10]=[CH:11][C:12]([CH2:15][N:19]3[CH2:20][CH2:21][CH2:22][O:17][C:18]3=[O:23])=[N:13][CH:14]=2)[CH:2]=[CH:3][CH:4]=[CH:5][CH:6]=1.